From a dataset of Peptide-MHC class I binding affinity with 185,985 pairs from IEDB/IMGT. Regression. Given a peptide amino acid sequence and an MHC pseudo amino acid sequence, predict their binding affinity value. This is MHC class I binding data. (1) The peptide sequence is RRRKGWIPL. The MHC is HLA-B58:01 with pseudo-sequence HLA-B58:01. The binding affinity (normalized) is 0.213. (2) The peptide sequence is DEEGNLLDSY. The MHC is HLA-A26:01 with pseudo-sequence HLA-A26:01. The binding affinity (normalized) is 0. (3) The peptide sequence is YTGDADSVI. The MHC is Patr-B0101 with pseudo-sequence Patr-B0101. The binding affinity (normalized) is 0.680. (4) The peptide sequence is KSFGRISVL. The MHC is BoLA-JSP.1 with pseudo-sequence BoLA-JSP.1. The binding affinity (normalized) is 0.0641. (5) The peptide sequence is FTILEYLYI. The MHC is HLA-A02:02 with pseudo-sequence HLA-A02:02. The binding affinity (normalized) is 0.321. (6) The peptide sequence is LSRNKKPRI. The MHC is HLA-A30:01 with pseudo-sequence HLA-A30:01. The binding affinity (normalized) is 0.173.